Dataset: Reaction yield outcomes from USPTO patents with 853,638 reactions. Task: Predict the reaction yield, written as a fraction of the theoretical maximum amount of product (1.0 means a 100% yield; for example, 0.34 means a 34% yield). (1) The reactants are CCN(C(C)C)C(C)C.Cl.[NH2:11][CH2:12][C:13]([N:15]1[CH2:20][CH2:19][N:18]([C:21](=[O:32])[C:22]2[CH:27]=[CH:26][CH:25]=[CH:24][C:23]=2[C:28]([F:31])([F:30])[F:29])[CH2:17][CH2:16]1)=[O:14].C1C=CC2N(O)N=NC=2C=1.CCN=C=NCCCN(C)C.[N:54]1([C:60]2[CH:68]=[CH:67][C:63]([C:64](O)=[O:65])=[CH:62][CH:61]=2)[CH2:59][CH2:58][CH2:57][CH2:56][CH2:55]1. The catalyst is CN(C=O)C.O. The product is [O:14]=[C:13]([N:15]1[CH2:16][CH2:17][N:18]([C:21](=[O:32])[C:22]2[CH:27]=[CH:26][CH:25]=[CH:24][C:23]=2[C:28]([F:31])([F:29])[F:30])[CH2:19][CH2:20]1)[CH2:12][NH:11][C:64](=[O:65])[C:63]1[CH:67]=[CH:68][C:60]([N:54]2[CH2:59][CH2:58][CH2:57][CH2:56][CH2:55]2)=[CH:61][CH:62]=1. The yield is 0.217. (2) The reactants are [NH2:1][C:2]1[C:3]2[N:4]([C:8]([C@H:12]3[CH2:17][CH2:16][C@H:15]([CH2:18][NH:19][C:20](=[O:29])[O:21][CH2:22][C:23]4[CH:28]=[CH:27][CH:26]=[CH:25][CH:24]=4)[CH2:14][CH2:13]3)=[N:9][C:10]=2I)[CH:5]=[CH:6][N:7]=1.C(OC([N:37]1[C:45]2[C:40](=[CH:41][CH:42]=[CH:43][CH:44]=2)[CH:39]=[C:38]1B(O)O)=O)(C)(C)C.O.C(=O)([O-])[O-].[Cs+].[Cs+]. The catalyst is COCCOC. The product is [NH3:1].[NH2:1][C:2]1[C:3]2[N:4]([C:8]([C@H:12]3[CH2:17][CH2:16][C@H:15]([CH2:18][NH:19][C:20](=[O:29])[O:21][CH2:22][C:23]4[CH:28]=[CH:27][CH:26]=[CH:25][CH:24]=4)[CH2:14][CH2:13]3)=[N:9][C:10]=2[C:38]2[NH:37][C:45]3[C:40]([CH:39]=2)=[CH:41][CH:42]=[CH:43][CH:44]=3)[CH:5]=[CH:6][N:7]=1. The yield is 0.0500.